From a dataset of Full USPTO retrosynthesis dataset with 1.9M reactions from patents (1976-2016). Predict the reactants needed to synthesize the given product. (1) Given the product [CH:32]1([C:35]2[C:36]([O:49][CH2:50][C@@H:51]3[CH2:56][CH2:55][C@@H:54]([CH3:57])[N:53]([CH2:58][C:59]4[CH:64]=[C:63]([Cl:65])[CH:62]=[C:61]([Cl:66])[CH:60]=4)[CH2:52]3)=[CH:37][C:38]([F:48])=[C:39]([CH:47]=2)[C:40]([OH:42])=[O:41])[CH2:34][CH2:33]1, predict the reactants needed to synthesize it. The reactants are: C(OC(C1C(F)=CC(O[C@@H]2CCCN(C(OC(C)(C)C)=O)C2)=C(C2CC2)C=1)=O)(C)(C)C.[CH:32]1([C:35]2[C:36]([O:49][CH2:50][C@@H:51]3[CH2:56][CH2:55][C@@H:54]([CH3:57])[N:53]([CH2:58][C:59]4[CH:64]=[C:63]([Cl:65])[CH:62]=[C:61]([Cl:66])[CH:60]=4)[CH2:52]3)=[CH:37][C:38]([F:48])=[C:39]([CH:47]=2)[C:40]([O:42]C(C)(C)C)=[O:41])[CH2:34][CH2:33]1. (2) Given the product [ClH:52].[ClH:52].[F:23][C:24]1[CH:29]=[CH:28][C:27]([F:30])=[CH:26][C:25]=1/[CH:31]=[CH:32]/[CH2:33][NH:1][CH:2]1[CH2:7][CH2:6][N:5]([CH2:8][C@H:9]2[C:19]3=[C:20]4[C:15](=[CH:16][CH:17]=[C:18]3[F:21])[CH:14]=[CH:13][C:12](=[O:22])[N:11]4[CH2:10]2)[CH2:4][CH2:3]1, predict the reactants needed to synthesize it. The reactants are: [NH2:1][CH:2]1[CH2:7][CH2:6][N:5]([CH2:8][C@H:9]2[C:19]3=[C:20]4[C:15](=[CH:16][CH:17]=[C:18]3[F:21])[CH:14]=[CH:13][C:12](=[O:22])[N:11]4[CH2:10]2)[CH2:4][CH2:3]1.[F:23][C:24]1[CH:29]=[CH:28][C:27]([F:30])=[CH:26][C:25]=1/[CH:31]=[CH:32]/[CH:33]=O.CO.C(O[BH-](OC(=O)C)OC(=O)C)(=O)C.[Na+].C(Cl)[Cl:52]. (3) Given the product [ClH:1].[CH2:6]([O:13][C:14]1[C:15]([NH:21][C:22]2[S:23][CH:2]=[C:3]([CH3:4])[N:24]=2)=[N:16][CH:17]=[C:18]([Br:20])[CH:19]=1)[C:7]1[CH:12]=[CH:11][CH:10]=[CH:9][CH:8]=1, predict the reactants needed to synthesize it. The reactants are: [Cl:1][CH2:2][C:3](=O)[CH3:4].[CH2:6]([O:13][C:14]1[C:15]([NH:21][C:22]([NH2:24])=[S:23])=[N:16][CH:17]=[C:18]([Br:20])[CH:19]=1)[C:7]1[CH:12]=[CH:11][CH:10]=[CH:9][CH:8]=1.C(N(CC)CC)C.C(O)C. (4) Given the product [F:1][C:2]1([CH:11]=[O:12])[CH2:3][CH2:4][N:5]([C:8]([O:10][C:23]([CH3:24])([CH3:22])[CH3:18])=[O:9])[CH2:6][CH2:7]1, predict the reactants needed to synthesize it. The reactants are: [F:1][C:2]1([CH2:11][OH:12])[CH2:7][CH2:6][N:5]([C:8]([O-:10])=[O:9])[CH2:4][CH2:3]1.CC(OI1(OC(C)=O)(OC(C)=O)O[C:24](=O)[C:23]2[CH:22]=CC=C[C:18]1=2)=O.ClCCl. (5) Given the product [CH3:23][C:22]1[CH:21]=[CH:20][N:19]=[CH:18][C:17]=1[N:9]1[CH:8]=[CH:7][C:6]2[C:11](=[CH:12][C:3]([C:2]([F:1])([F:14])[F:15])=[CH:4][CH:5]=2)[C:10]1=[O:13], predict the reactants needed to synthesize it. The reactants are: [F:1][C:2]([F:15])([F:14])[C:3]1[CH:12]=[C:11]2[C:6]([CH:7]=[CH:8][NH:9][C:10]2=[O:13])=[CH:5][CH:4]=1.I[C:17]1[CH:18]=[N:19][CH:20]=[CH:21][C:22]=1[CH3:23].N1C2C(=CC=CC=2O)C=CC=1.C(=O)([O-])[O-].[K+].[K+]. (6) Given the product [CH3:42][C:41]([CH3:44])([CH3:43])[C:40]([O:39][CH:37]([O:25][C:24](=[O:26])[C@@H:23]([NH:22][C:20]([C:16]1[S:15][C:14]([NH:13][C:11](=[O:12])[CH2:10][C:5]2[CH:6]=[CH:7][CH:8]=[C:9]3[C:4]=2[CH:3]=[N:2][NH:1]3)=[N:18][C:17]=1[CH3:19])=[O:21])[CH2:27][NH:28][C:29]([C:31]1[S:32][CH:33]=[CH:34][CH:35]=1)=[O:30])[CH3:38])=[O:45], predict the reactants needed to synthesize it. The reactants are: [NH:1]1[C:9]2[C:4](=[C:5]([CH2:10][C:11]([NH:13][C:14]3[S:15][C:16]([C:20]([NH:22][C@@H:23]([CH2:27][NH:28][C:29]([C:31]4[S:32][CH:33]=[CH:34][CH:35]=4)=[O:30])[C:24]([OH:26])=[O:25])=[O:21])=[C:17]([CH3:19])[N:18]=3)=[O:12])[CH:6]=[CH:7][CH:8]=2)[CH:3]=[N:2]1.Cl[CH:37]([O:39][C:40](=[O:45])[C:41]([CH3:44])([CH3:43])[CH3:42])[CH3:38].C(N(CC)CC)C.[I-].[Na+]. (7) Given the product [C:29]([N:22]1[C:23]2[C:18](=[CH:17][C:16]([C:13]3[CH:12]=[CH:11][C:10]([C:9]([F:8])([F:27])[F:28])=[CH:15][CH:14]=3)=[CH:25][CH:24]=2)[CH2:19][CH2:20][C:21]1=[O:26])(=[O:31])[CH3:30], predict the reactants needed to synthesize it. The reactants are: C(N(CC)CC)C.[F:8][C:9]([F:28])([F:27])[C:10]1[CH:15]=[CH:14][C:13]([C:16]2[CH:17]=[C:18]3[C:23](=[CH:24][CH:25]=2)[NH:22][C:21](=[O:26])[CH2:20][CH2:19]3)=[CH:12][CH:11]=1.[C:29](Cl)(=[O:31])[CH3:30].